This data is from Full USPTO retrosynthesis dataset with 1.9M reactions from patents (1976-2016). The task is: Predict the reactants needed to synthesize the given product. (1) Given the product [Si:13]([O:20][C:21]1[CH:22]=[CH:23][C:24]([CH2:27][C@@H:28]([N:30]2[CH2:31][C@@H:32]([C:34]3[CH:45]=[CH:44][C:37]4[O:38][C:39]([CH3:43])([CH3:42])[O:40][CH2:41][C:36]=4[CH:35]=3)[O:33][C:1]2=[O:2])[CH3:29])=[CH:25][CH:26]=1)([C:16]([CH3:17])([CH3:18])[CH3:19])([CH3:14])[CH3:15], predict the reactants needed to synthesize it. The reactants are: [C:1](N1C=CN=C1)(N1C=CN=C1)=[O:2].[Si:13]([O:20][C:21]1[CH:26]=[CH:25][C:24]([CH2:27][CH:28]([NH:30][CH2:31][C@@H:32]([C:34]2[CH:45]=[CH:44][C:37]3[O:38][C:39]([CH3:43])([CH3:42])[O:40][CH2:41][C:36]=3[CH:35]=2)[OH:33])[CH3:29])=[CH:23][CH:22]=1)([C:16]([CH3:19])([CH3:18])[CH3:17])([CH3:15])[CH3:14]. (2) Given the product [Br:1][C:2]1[CH:3]=[C:4]([CH:14]=[C:15]([O:17][CH2:18][C@H:19]2[CH2:23][CH2:22][CH2:21][O:20]2)[CH:16]=1)[C:5]([OH:7])=[O:6], predict the reactants needed to synthesize it. The reactants are: [Br:1][C:2]1[CH:3]=[C:4]([CH:14]=[C:15]([O:17][CH2:18][C@H:19]2[CH2:23][CH2:22][CH2:21][O:20]2)[CH:16]=1)[C:5]([O:7]C[C@H]1CCCO1)=[O:6].[Li+].[OH-]. (3) Given the product [Br:1][C:2]1[CH:7]=[CH:6][C:5]([NH:8][C:9]([N:11]2[C:19]3[C:14](=[CH:15][CH:16]=[CH:17][CH:18]=3)[CH2:13][CH2:12]2)=[O:10])=[CH:4][CH:3]=1, predict the reactants needed to synthesize it. The reactants are: [Br:1][C:2]1[CH:7]=[CH:6][C:5]([N:8]=[C:9]=[O:10])=[CH:4][CH:3]=1.[NH:11]1[C:19]2[C:14](=[CH:15][CH:16]=[CH:17][CH:18]=2)[CH2:13][CH2:12]1. (4) Given the product [Cl:24][C:6]1[CH:7]=[CH:8][C:9]2[CH:10]([CH3:11])[N:12]([CH3:23])[CH2:13][C@@H:14]([C:16]3[CH:21]=[CH:20][C:19]([F:22])=[CH:18][N:17]=3)[O:15][C:4]=2[N:5]=1, predict the reactants needed to synthesize it. The reactants are: [H-].[Na+].Cl[C:4]1[C:9]([CH:10]([N:12]([CH3:23])[CH2:13][C@@H:14]([C:16]2[CH:21]=[CH:20][C:19]([F:22])=[CH:18][N:17]=2)[OH:15])[CH3:11])=[CH:8][CH:7]=[C:6]([Cl:24])[N:5]=1.[Cl-].[NH4+].O. (5) Given the product [I-:1].[CH3:25][N:28]([C:19]1[CH:18]=[CH:17][C:16]2[C:21]([CH:20]=1)=[S+:22][C:23]1[C:14](=[CH:13][CH:12]=[C:11]([N:7]([CH2:8][CH2:9][CH3:10])[CH2:4][CH2:5][CH3:6])[CH:24]=1)[N:15]=2)[CH3:29], predict the reactants needed to synthesize it. The reactants are: [I-:1].[I-].[I-].[CH2:4]([N:7]([C:11]1[CH:12]=[CH:13][C:14]2[C:23]([CH:24]=1)=[S+:22][C:21]1[C:16](=[CH:17][CH:18]=[CH:19][CH:20]=1)[N:15]=2)[CH2:8][CH2:9][CH3:10])[CH2:5][CH3:6].[CH2:25]([N:28](C1C=CC2C(C=1)=[S+]C1C(=CC=CC=1)N=2)[CH2:29]CC)CC.C(N(C1C=CC2C(C=1)=[S+]C1C(=CC=CC=1)N=2)CCC)CC.Cl.CNC.